From a dataset of Full USPTO retrosynthesis dataset with 1.9M reactions from patents (1976-2016). Predict the reactants needed to synthesize the given product. Given the product [C:1]([O:20][CH2:21][C:22]([NH:27][NH2:28])=[O:24])([C:14]1[CH:19]=[CH:18][CH:17]=[CH:16][CH:15]=1)([C:8]1[CH:13]=[CH:12][CH:11]=[CH:10][CH:9]=1)[C:2]1[CH:7]=[CH:6][CH:5]=[CH:4][CH:3]=1, predict the reactants needed to synthesize it. The reactants are: [C:1]([O:20][CH2:21][C:22]([O:24]C)=O)([C:14]1[CH:19]=[CH:18][CH:17]=[CH:16][CH:15]=1)([C:8]1[CH:13]=[CH:12][CH:11]=[CH:10][CH:9]=1)[C:2]1[CH:7]=[CH:6][CH:5]=[CH:4][CH:3]=1.O.[NH2:27][NH2:28].